This data is from Full USPTO retrosynthesis dataset with 1.9M reactions from patents (1976-2016). The task is: Predict the reactants needed to synthesize the given product. (1) Given the product [NH2:17][C@@H:18]([CH2:19][C:20]1[CH:29]=[CH:28][C:27]2[C:22](=[CH:23][CH:24]=[CH:25][CH:26]=2)[CH:21]=1)[C:30]([NH:31][C:32]1[CH:37]=[CH:36][C:35]([I:38])=[CH:34][C:33]=1[F:39])=[O:40], predict the reactants needed to synthesize it. The reactants are: C1C2C(COC(=O)[NH:17][C@H:18]([C:30](=[O:40])[NH:31][C:32]3[CH:37]=[CH:36][C:35]([I:38])=[CH:34][C:33]=3[F:39])[CH2:19][C:20]3[CH:29]=[CH:28][C:27]4[C:22](=[CH:23][CH:24]=[CH:25][CH:26]=4)[CH:21]=3)C3C(=CC=CC=3)C=2C=CC=1.N1CCCCC1. (2) Given the product [Si:1]([O:8][C:9]1[CH:31]=[C:13]([NH:14][C:15]([O:17][CH2:18][CH:19]2[CH2:24][CH2:23][N:22]([C:25]3[CH:26]=[CH:27][N:28]=[CH:29][CH:30]=3)[CH2:21][CH2:20]2)=[O:16])[C:12]([NH2:32])=[CH:11][CH:10]=1)([C:4]([CH3:7])([CH3:5])[CH3:6])([CH3:3])[CH3:2], predict the reactants needed to synthesize it. The reactants are: [Si:1]([O:8][C:9]1[CH:10]=[CH:11][C:12]([N:32]2C(=O)C3=CC=CC=C3C2=O)=[C:13]([CH:31]=1)[NH:14][C:15]([O:17][CH2:18][CH:19]1[CH2:24][CH2:23][N:22]([C:25]2[CH:30]=[CH:29][N:28]=[CH:27][CH:26]=2)[CH2:21][CH2:20]1)=[O:16])([C:4]([CH3:7])([CH3:6])[CH3:5])([CH3:3])[CH3:2]. (3) The reactants are: [C:1]([C:4]1[C:12]2[C:7](=[CH:8][CH:9]=[CH:10][CH:11]=2)[NH:6][CH:5]=1)(=[O:3])[CH3:2].[H-].[Na+].[CH3:15]I. Given the product [C:1]([C:4]1[C:12]2[C:7](=[CH:8][CH:9]=[CH:10][CH:11]=2)[N:6]([CH3:15])[CH:5]=1)(=[O:3])[CH3:2], predict the reactants needed to synthesize it. (4) Given the product [CH2:100]([O:101][S:102]([OH:105])(=[O:104])=[O:103])[CH:61]1[O:62][CH:63]2[O:76][CH:77]3[CH:83]([O:84][S:85]([OH:88])(=[O:86])=[O:87])[CH:82]([O:89][S:90]([OH:93])(=[O:91])=[O:92])[CH:80]([O:81][CH:3]4[CH:4]([O:129][S:130]([OH:133])(=[O:131])=[O:132])[CH:5]([O:124][S:125]([OH:128])(=[O:126])=[O:127])[CH:6]([O:8][CH:9]5[CH:14]([O:15][S:16]([OH:19])(=[O:18])=[O:17])[CH:13]([O:20][S:21]([OH:24])(=[O:23])=[O:22])[CH:12]([O:25][CH:26]6[CH:31]([O:32][S:33]([OH:36])(=[O:35])=[O:34])[CH:30]([O:37][S:38]([OH:41])(=[O:40])=[O:39])[CH:29]([O:42][CH:43]7[CH:48]([O:49][S:50]([OH:53])(=[O:51])=[O:52])[CH:47]([O:54][S:55]([OH:58])(=[O:56])=[O:57])[CH:46]([O:59][CH:60]1[CH:65]([O:66][S:67]([OH:70])(=[O:69])=[O:68])[CH:64]2[O:71][S:72]([OH:75])(=[O:74])=[O:73])[O:45][CH:44]7[CH2:106][O:107][S:108]([OH:111])(=[O:109])=[O:110])[O:28][CH:27]6[CH2:112][O:113][S:114]([OH:117])(=[O:116])=[O:115])[O:11][CH:10]5[CH2:118][O:119][S:120]([OH:123])(=[O:122])=[O:121])[O:7][CH:2]4[CH2:1][O:134][S:135]([OH:138])(=[O:137])=[O:136])[O:79][CH:78]3[CH2:94][O:95][S:96]([OH:99])(=[O:98])=[O:97].[C:9]1(=[O:8])[O:25][C:12](=[O:11])[CH2:13][CH2:14]1, predict the reactants needed to synthesize it. The reactants are: [CH2:1]([O:134][S:135]([OH:138])(=[O:137])=[O:136])[CH:2]1[O:7][CH:6]2[O:8][CH:9]3[CH:14]([O:15][S:16]([OH:19])(=[O:18])=[O:17])[CH:13]([O:20][S:21]([OH:24])(=[O:23])=[O:22])[CH:12]([O:25][CH:26]4[CH:31]([O:32][S:33]([OH:36])(=[O:35])=[O:34])[CH:30]([O:37][S:38]([OH:41])(=[O:40])=[O:39])[CH:29]([O:42][CH:43]5[CH:48]([O:49][S:50]([OH:53])(=[O:52])=[O:51])[CH:47]([O:54][S:55]([OH:58])(=[O:57])=[O:56])[CH:46]([O:59][CH:60]6[CH:65]([O:66][S:67]([OH:70])(=[O:69])=[O:68])[CH:64]([O:71][S:72]([OH:75])(=[O:74])=[O:73])[CH:63]([O:76][CH:77]7[CH:83]([O:84][S:85]([OH:88])(=[O:87])=[O:86])[CH:82]([O:89][S:90]([OH:93])(=[O:92])=[O:91])[CH:80]([O:81][CH:3]1[CH:4]([O:129][S:130]([OH:133])(=[O:132])=[O:131])[CH:5]2[O:124][S:125]([OH:128])(=[O:127])=[O:126])[O:79][CH:78]7[CH2:94][O:95][S:96]([OH:99])(=[O:98])=[O:97])[O:62][CH:61]6[CH2:100][O:101][S:102]([OH:105])(=[O:104])=[O:103])[O:45][CH:44]5[CH2:106][O:107][S:108]([OH:111])(=[O:110])=[O:109])[O:28][CH:27]4[CH2:112][O:113][S:114]([OH:117])(=[O:116])=[O:115])[O:11][CH:10]3[CH2:118][O:119][S:120]([OH:123])(=[O:122])=[O:121].OC(CCCC[C@H]1[C@@H]2[C@@H](NC(N2)=O)CS1)=O. (5) Given the product [ClH:44].[ClH:44].[NH2:37][C@:21]12[CH2:33][CH2:32][C@@H:31]([C:34]([CH3:36])=[CH2:35])[C@@H:22]1[C@@H:23]1[C@@:18]([CH3:40])([CH2:19][CH2:20]2)[C@@:17]2([CH3:41])[C@@H:26]([C@:27]3([CH3:30])[C@@H:14]([CH2:15][CH2:16]2)[C:13]([CH3:42])([CH3:43])[C:12]([C:10]2[CH:9]=[CH:8][C:3]([C:4]([O:6][CH3:7])=[O:5])=[C:2]([F:1])[CH:11]=2)=[CH:29][CH2:28]3)[CH2:25][CH2:24]1, predict the reactants needed to synthesize it. The reactants are: [F:1][C:2]1[CH:11]=[C:10]([C:12]2[C:13]([CH3:43])([CH3:42])[C@H:14]3[C@:27]([CH3:30])([CH2:28][CH:29]=2)[C@@H:26]2[C@:17]([CH3:41])([C@@:18]4([CH3:40])[C@H:23]([CH2:24][CH2:25]2)[C@H:22]2[C@H:31]([C:34]([CH3:36])=[CH2:35])[CH2:32][CH2:33][C@:21]2([N:37]=C=O)[CH2:20][CH2:19]4)[CH2:16][CH2:15]3)[CH:9]=[CH:8][C:3]=1[C:4]([O:6][CH3:7])=[O:5].[ClH:44]. (6) Given the product [NH2:8][C:9]1[C:10]([F:43])=[C:11]([C:16]([C:18]2[C:26]3[C:21](=[N:22][CH:23]=[C:24]([C:27]4[CH:28]=[N:29][CH:30]=[CH:31][CH:32]=4)[CH:25]=3)[N:20]([Si:33]([CH:37]([CH3:39])[CH3:38])([CH:40]([CH3:42])[CH3:41])[CH:34]([CH3:35])[CH3:36])[CH:19]=2)=[O:17])[C:12]([F:15])=[CH:13][CH:14]=1, predict the reactants needed to synthesize it. The reactants are: C([N:8](CC1C=CC=CC=1)[C:9]1[C:10]([F:43])=[C:11]([C:16]([C:18]2[C:26]3[C:21](=[N:22][CH:23]=[C:24]([C:27]4[CH:28]=[N:29][CH:30]=[CH:31][CH:32]=4)[CH:25]=3)[N:20]([Si:33]([CH:40]([CH3:42])[CH3:41])([CH:37]([CH3:39])[CH3:38])[CH:34]([CH3:36])[CH3:35])[CH:19]=2)=[O:17])[C:12]([F:15])=[CH:13][CH:14]=1)C1C=CC=CC=1.